Dataset: NCI-60 drug combinations with 297,098 pairs across 59 cell lines. Task: Regression. Given two drug SMILES strings and cell line genomic features, predict the synergy score measuring deviation from expected non-interaction effect. (1) Drug 1: CC1=C2C(C(=O)C3(C(CC4C(C3C(C(C2(C)C)(CC1OC(=O)C(C(C5=CC=CC=C5)NC(=O)OC(C)(C)C)O)O)OC(=O)C6=CC=CC=C6)(CO4)OC(=O)C)OC)C)OC. Drug 2: COCCOC1=C(C=C2C(=C1)C(=NC=N2)NC3=CC=CC(=C3)C#C)OCCOC.Cl. Cell line: SK-MEL-5. Synergy scores: CSS=49.4, Synergy_ZIP=6.97, Synergy_Bliss=4.98, Synergy_Loewe=-0.146, Synergy_HSA=6.98. (2) Drug 1: CS(=O)(=O)C1=CC(=C(C=C1)C(=O)NC2=CC(=C(C=C2)Cl)C3=CC=CC=N3)Cl. Drug 2: CC1CCC2CC(C(=CC=CC=CC(CC(C(=O)C(C(C(=CC(C(=O)CC(OC(=O)C3CCCCN3C(=O)C(=O)C1(O2)O)C(C)CC4CCC(C(C4)OC)O)C)C)O)OC)C)C)C)OC. Cell line: A498. Synergy scores: CSS=33.8, Synergy_ZIP=7.98, Synergy_Bliss=10.8, Synergy_Loewe=1.26, Synergy_HSA=12.1. (3) Drug 1: CC12CCC3C(C1CCC2=O)CC(=C)C4=CC(=O)C=CC34C. Drug 2: C1=CC=C(C(=C1)C(C2=CC=C(C=C2)Cl)C(Cl)Cl)Cl. Cell line: NCI-H522. Synergy scores: CSS=27.8, Synergy_ZIP=0.547, Synergy_Bliss=2.62, Synergy_Loewe=3.47, Synergy_HSA=3.30. (4) Drug 1: CC1CCC2CC(C(=CC=CC=CC(CC(C(=O)C(C(C(=CC(C(=O)CC(OC(=O)C3CCCCN3C(=O)C(=O)C1(O2)O)C(C)CC4CCC(C(C4)OC)OCCO)C)C)O)OC)C)C)C)OC. Drug 2: C1C(C(OC1N2C=NC(=NC2=O)N)CO)O. Cell line: MCF7. Synergy scores: CSS=5.35, Synergy_ZIP=-4.00, Synergy_Bliss=-4.22, Synergy_Loewe=-0.226, Synergy_HSA=-1.22.